The task is: Predict the product of the given reaction.. This data is from Forward reaction prediction with 1.9M reactions from USPTO patents (1976-2016). (1) Given the reactants [Cl:1][C:2]1[CH:3]=[N:4][C:5]2[N:6]([N:8]=[C:9]([C:11]([OH:13])=O)[CH:10]=2)[CH:7]=1.[CH3:14][N:15]1[C:20]2[CH:21]=[CH:22][N:23]=[CH:24][C:19]=2[CH2:18][CH2:17][NH:16]1, predict the reaction product. The product is: [Cl:1][C:2]1[CH:3]=[N:4][C:5]2[N:6]([N:8]=[C:9]([C:11]([N:16]3[CH2:17][CH2:18][C:19]4[CH:24]=[N:23][CH:22]=[CH:21][C:20]=4[N:15]3[CH3:14])=[O:13])[CH:10]=2)[CH:7]=1. (2) The product is: [OH:20][CH:17]1[CH2:18][CH2:19][CH2:14][CH2:15][CH:16]1[O:1][C:2]1[CH:3]=[C:4]([CH:9]=[CH:10][C:11]=1[O:12][CH3:13])[C:5]([O:7][CH2:8][CH3:21])=[O:6]. Given the reactants [OH:1][C:2]1[CH:3]=[C:4]([CH:9]=[CH:10][C:11]=1[O:12][CH3:13])[C:5]([O:7][CH3:8])=[O:6].[CH2:14]1[CH2:19][CH:18]2[O:20][CH:17]2[CH2:16][CH2:15]1.[C:21]([O-])([O-])=O.[K+].[K+], predict the reaction product. (3) Given the reactants [CH3:1][C:2]1[N:7]=[CH:6][N:5]=[C:4]([N:8]2[CH2:13][CH2:12][CH:11]([NH2:14])[CH2:10][CH2:9]2)[CH:3]=1.Br[C:16]1[N:40]=[C:19]2[C:20]([C:25]3[CH:26]=[C:27]([CH:37]=[CH:38][CH:39]=3)[CH2:28][NH:29][C:30](=[O:36])[O:31][C:32]([CH3:35])([CH3:34])[CH3:33])=[CH:21][C:22]([CH3:24])=[CH:23][N:18]2[N:17]=1.C1(P(C2C=CC=CC=2)C2C3OC4C(=CC=CC=4P(C4C=CC=CC=4)C4C=CC=CC=4)C(C)(C)C=3C=CC=2)C=CC=CC=1.[O-]C1C=CC=CC=1.[Na+], predict the reaction product. The product is: [CH3:24][C:22]1[CH:21]=[C:20]([C:25]2[CH:26]=[C:27]([CH:37]=[CH:38][CH:39]=2)[CH2:28][NH:29][C:30](=[O:36])[O:31][C:32]([CH3:35])([CH3:33])[CH3:34])[C:19]2[N:18]([N:17]=[C:16]([NH:14][CH:11]3[CH2:12][CH2:13][N:8]([C:4]4[CH:3]=[C:2]([CH3:1])[N:7]=[CH:6][N:5]=4)[CH2:9][CH2:10]3)[N:40]=2)[CH:23]=1. (4) Given the reactants [OH:1][C:2]1[CH:3]=[C:4]([CH:9]=[CH:10][C:11]=1[N+:12]([O-:14])=[O:13])[C:5]([O:7][CH3:8])=[O:6].C(=O)([O-])[O-].[Cs+].[Cs+].[CH2:21](Br)[C:22]1[CH:27]=[CH:26][CH:25]=[CH:24][CH:23]=1, predict the reaction product. The product is: [CH3:8][O:7][C:5](=[O:6])[C:4]1[CH:9]=[CH:10][C:11]([N+:12]([O-:14])=[O:13])=[C:2]([O:1][CH2:21][C:22]2[CH:27]=[CH:26][CH:25]=[CH:24][CH:23]=2)[CH:3]=1. (5) Given the reactants [O:1]1[C@:3]2([CH2:8][CH2:7][CH2:6][CH2:5][C@H:4]2[N:9]2[C:13]([C:14]3[CH:19]=[CH:18][CH:17]=[CH:16][CH:15]=3)=[C:12]([C:20]([O:22]CC)=[O:21])[N:11]=[CH:10]2)[CH2:2]1.[O-:25][CH2:26][CH3:27].[Na+].[OH-].[Na+].Cl, predict the reaction product. The product is: [CH2:26]([O:25][CH2:2][C@:3]1([OH:1])[CH2:8][CH2:7][CH2:6][CH2:5][C@H:4]1[N:9]1[C:13]([C:14]2[CH:15]=[CH:16][CH:17]=[CH:18][CH:19]=2)=[C:12]([C:20]([OH:22])=[O:21])[N:11]=[CH:10]1)[CH3:27].